Dataset: NCI-60 drug combinations with 297,098 pairs across 59 cell lines. Task: Regression. Given two drug SMILES strings and cell line genomic features, predict the synergy score measuring deviation from expected non-interaction effect. (1) Drug 1: COC1=C(C=C2C(=C1)N=CN=C2NC3=CC(=C(C=C3)F)Cl)OCCCN4CCOCC4. Drug 2: CC1=CC2C(CCC3(C2CCC3(C(=O)C)OC(=O)C)C)C4(C1=CC(=O)CC4)C. Cell line: MDA-MB-231. Synergy scores: CSS=7.95, Synergy_ZIP=0.916, Synergy_Bliss=0.0666, Synergy_Loewe=-26.6, Synergy_HSA=-10.2. (2) Drug 1: CC1=C(C=C(C=C1)NC(=O)C2=CC=C(C=C2)CN3CCN(CC3)C)NC4=NC=CC(=N4)C5=CN=CC=C5. Drug 2: CC=C1C(=O)NC(C(=O)OC2CC(=O)NC(C(=O)NC(CSSCCC=C2)C(=O)N1)C(C)C)C(C)C. Cell line: SN12C. Synergy scores: CSS=14.1, Synergy_ZIP=1.67, Synergy_Bliss=-3.47, Synergy_Loewe=-54.2, Synergy_HSA=-5.21. (3) Drug 1: CS(=O)(=O)CCNCC1=CC=C(O1)C2=CC3=C(C=C2)N=CN=C3NC4=CC(=C(C=C4)OCC5=CC(=CC=C5)F)Cl. Drug 2: CC(C)NC(=O)C1=CC=C(C=C1)CNNC.Cl. Cell line: 786-0. Synergy scores: CSS=9.39, Synergy_ZIP=-3.60, Synergy_Bliss=-0.616, Synergy_Loewe=-3.87, Synergy_HSA=0.352. (4) Drug 1: CCC1=CC2CC(C3=C(CN(C2)C1)C4=CC=CC=C4N3)(C5=C(C=C6C(=C5)C78CCN9C7C(C=CC9)(C(C(C8N6C)(C(=O)OC)O)OC(=O)C)CC)OC)C(=O)OC.C(C(C(=O)O)O)(C(=O)O)O. Drug 2: CC1CCC2CC(C(=CC=CC=CC(CC(C(=O)C(C(C(=CC(C(=O)CC(OC(=O)C3CCCCN3C(=O)C(=O)C1(O2)O)C(C)CC4CCC(C(C4)OC)OCCO)C)C)O)OC)C)C)C)OC. Cell line: OVCAR-5. Synergy scores: CSS=58.1, Synergy_ZIP=2.72, Synergy_Bliss=3.61, Synergy_Loewe=2.66, Synergy_HSA=6.44.